Binary Classification. Given a miRNA mature sequence and a target amino acid sequence, predict their likelihood of interaction. From a dataset of Experimentally validated miRNA-target interactions with 360,000+ pairs, plus equal number of negative samples. (1) The miRNA is hsa-miR-8057 with sequence GUGGCUCUGUAGUAAGAUGGA. The protein sequence of the target gene is MTLNNCASMKLEVHFQCKQDDDSEEEEQCTISSHWAFEQESKCGSLMGSSALLAPPSPSLLGTSSCESVLTELSAASLPAISASLSPESADQPLLGLVPSPSNQPFLSPPQGQEGSQDKVKKHYSRSFLKHLESLRRKEKGDSRQTEPEQCLATSEKATKASSFRTCRGFLSAGFHRAKNRVTTSARVRDGETQKAWEAWPVATFRHPQPIRRRDYLVHVPGDHKPGTFPRSLSIESLCPDEGRHLADWQSSRCWGYEGRRGSCGSTGSHASTYDNLPELYPAEPIQAEAEAEAEEGEGS.... Result: 0 (no interaction). (2) The miRNA is hsa-miR-377-5p with sequence AGAGGUUGCCCUUGGUGAAUUC. The protein sequence of the target gene is MGLTVSALFSRIFGKKQMRILMVGLDAAGKTTILYKLKLGEIVTTIPTIGFNVETVEYKNICFTVWDVGGQDKIRPLWRHYFQNTQGLIFVVDSNDRERVQESADELQKMLQEDELRDAVLLVFANKQDMPNAMPVSELTDKLGLQHLRSRTWYVQATCATQGTGLYDGLDWLSHELSKR. Result: 0 (no interaction). (3) Result: 1 (interaction). The protein sequence of the target gene is MQQVLENLTELPSSTGAEEIDLIFLKGIMENPIVKSLAKAHERLEDSKLEAVSDNNLELVNEILEDITPLINVDENVAELVGILKEPHFQSLLEAHDIVASKCYDSPPSSPEMNNSSINNQLLPVDAIRILGIHKRAGEPLGVTFRVENNDLVIARILHGGMIDRQGLLHVGDIIKEVNGHEVGNNPKELQELLKNISGSVTLKILPSYRDTITPQQVFVKCHFDYNPYNDNLIPCKEAGLKFSKGEILQIVNREDPNWWQASHVKEGGSAGLIPSQFLEEKRKAFVRRDWDNSGPFCGT.... The miRNA is hsa-miR-130a-5p with sequence GCUCUUUUCACAUUGUGCUACU. (4) The miRNA is mmu-miR-7038-3p with sequence CACUGCUCCUGCCUUCUUACAG. The protein sequence of the target gene is MEGAEGNAGQPGPAERSHRSSVSSVGARAADVLVYLADDTVVPLAVENLSSISAHELHRAVREVLQLPDVALEAFALWLVSPLLEVQLKPKHQPYKLGRQWPELLLRFTNASDDDVAMDEPSLQFRRNVFFPRRRELQIHDEEVLRLLYEEAKGNVLTARYPCDLEDCEVLGGLVCRVQLGPYQPGQPAACTLREKLDSFLPAHLCKRGHGLFAAFRGRGAKTGPGEQGLLNAYRQVKEVTGNNSEREATLGSHYRAYLLKCHELPFYGCAFFHGEVDKPAQGFLHRGGRKPVTVAISLE.... Result: 0 (no interaction). (5) The miRNA is dme-miR-315-5p with sequence UUUUGAUUGUUGCUCAGAAAGC. Result: 0 (no interaction). The protein sequence of the target gene is MGTGPAQTPRSTRAGPEPSPAPPGPGDTGDSDVTQEGSGPAGIRGGETVIRAGMGDSPGRGAPERRHKAQPGRARKYEWRPEGPTSMGSLGQREDLQDEDRNSAFTWKVQANNRAYNGQFKEKVILCWQRKKYKTNVIRTAKYNFYSFLPLNLYEQFHRVSNLFFLIIIILQSIPDISTLPWFSLSTPMVCLLFIRATRDLVDDMGRHKSDRAINNRPCQILMGKSFKQKKWQDLCVGDVVCLRKDNIVPADMLLLASTEPSSLCYVETVDIDGETNLKFRQALMVTHKELATIKKMASF....